This data is from Reaction yield outcomes from USPTO patents with 853,638 reactions. The task is: Predict the reaction yield, written as a fraction of the theoretical maximum amount of product (1.0 means a 100% yield; for example, 0.34 means a 34% yield). (1) The yield is 0.0700. The product is [C:10]([C:9]1[CH:21]=[CH:20][C:19](=[O:22])[NH:18][C:8]=1[NH:7][CH:1]1[CH2:2][CH2:3][CH2:4][CH2:5][CH2:6]1)(=[O:17])[C:11]1[CH:16]=[CH:15][CH:14]=[CH:13][CH:12]=1. The reactants are [CH:1]1([NH:7][C:8](=[NH:18])[CH2:9][C:10](=[O:17])[C:11]2[CH:16]=[CH:15][CH:14]=[CH:13][CH:12]=2)[CH2:6][CH2:5][CH2:4][CH2:3][CH2:2]1.[C:19](OC)(=[O:22])[C:20]#[CH:21]. The catalyst is CO. (2) The catalyst is C(#N)C. The yield is 0.970. The reactants are [Br:1][C:2]1[C:3]([CH3:12])=[C:4]([CH:9]=[CH:10][CH:11]=1)[C:5]([O:7][CH3:8])=[O:6].[Br:13]N1C(=O)CCC1=O. The product is [Br:1][C:2]1[C:3]([CH2:12][Br:13])=[C:4]([CH:9]=[CH:10][CH:11]=1)[C:5]([O:7][CH3:8])=[O:6]. (3) The reactants are [C:1]([O:5][C:6](=[O:20])[CH2:7][CH2:8][S:9][CH2:10][C:11]1[CH:12]=[C:13]([CH:17]=[CH:18][CH:19]=1)[C:14]([OH:16])=O)([CH3:4])([CH3:3])[CH3:2].CCN=C=NCCCN(C)C.Cl.[F:33][C:34]([F:68])([F:67])[C:35]1[CH:36]=[C:37]([CH:64]=[CH:65][CH:66]=1)[CH2:38][NH:39][C:40](=[O:63])[C:41]1[CH:46]=[CH:45][N:44]=[C:43]([C:47]2[CH:52]=[C:51]([N:53]([CH2:58][CH2:59][O:60][CH3:61])[CH2:54][CH2:55][O:56][CH3:57])[CH:50]=[CH:49][C:48]=2[NH2:62])[CH:42]=1. The catalyst is ClCCl.CN(C)C1C=CN=CC=1. The product is [F:67][C:34]([F:33])([F:68])[C:35]1[CH:36]=[C:37]([CH:64]=[CH:65][CH:66]=1)[CH2:38][NH:39][C:40]([C:41]1[CH:46]=[CH:45][N:44]=[C:43]([C:47]2[CH:52]=[C:51]([N:53]([CH2:54][CH2:55][O:56][CH3:57])[CH2:58][CH2:59][O:60][CH3:61])[CH:50]=[CH:49][C:48]=2[NH:62][C:14]([C:13]2[CH:12]=[C:11]([CH:19]=[CH:18][CH:17]=2)[CH2:10][S:9][CH2:8][CH2:7][C:6]([O:5][C:1]([CH3:2])([CH3:3])[CH3:4])=[O:20])=[O:16])[CH:42]=1)=[O:63]. The yield is 0.640. (4) The reactants are Cl[C:2]1[N:3]([C@@H:15]2[O:21][C@H:20]([CH2:22][OH:23])[C@@H:18]([OH:19])[C@H:16]2[OH:17])[C:4]2[C:9]([C:10]=1[CH:11]=[O:12])=[CH:8][C:7]([Cl:13])=[C:6]([Cl:14])[CH:5]=2.CO.C(Cl)(Cl)Cl.CO.O. The catalyst is C(N)(C)C.CO. The product is [Cl:13][C:7]1[CH:8]=[C:9]2[C:4](=[CH:5][C:6]=1[Cl:14])[N:3]([C@@H:15]1[O:21][C@H:20]([CH2:22][OH:23])[C@@H:18]([OH:19])[C@H:16]1[OH:17])[C:2]([NH:3][CH:4]([CH3:9])[CH3:5])=[C:10]2[CH:11]=[O:12]. The yield is 0.420. (5) The reactants are Br[C:2]1[CH:3]=[C:4]([CH:7]=[CH:8][C:9]=1[O:10][CH3:11])[CH:5]=[O:6].[CH3:12][C:13]1[C:14](B(O)O)=[CH:15][C:16]2[C:17]([CH3:26])([CH3:25])[CH2:18][CH2:19][C:20]([CH3:24])([CH3:23])[C:21]=2[CH:22]=1.C(=O)([O-])[O-].[K+].[K+]. The catalyst is COCCOC.O.C(OCC)(=O)C.C1C=CC([P]([Pd]([P](C2C=CC=CC=2)(C2C=CC=CC=2)C2C=CC=CC=2)([P](C2C=CC=CC=2)(C2C=CC=CC=2)C2C=CC=CC=2)[P](C2C=CC=CC=2)(C2C=CC=CC=2)C2C=CC=CC=2)(C2C=CC=CC=2)C2C=CC=CC=2)=CC=1. The product is [CH3:12][C:13]1[C:14]([C:2]2[CH:3]=[C:4]([CH:7]=[CH:8][C:9]=2[O:10][CH3:11])[CH:5]=[O:6])=[CH:15][C:16]2[C:17]([CH3:26])([CH3:25])[CH2:18][CH2:19][C:20]([CH3:24])([CH3:23])[C:21]=2[CH:22]=1. The yield is 0.900. (6) The reactants are [OH:1][C:2]1[CH:18]=[CH:17][C:5]([C:6]2[CH2:7][O:8][C:9]3[C:14]([CH:15]=2)=[CH:13][CH:12]=[C:11](O)[CH:10]=3)=[CH:4][CH:3]=1.[NH2:19][C:20]1[CH:25]=[CH:24][C:23]([CH3:26])=[CH:22][CH:21]=1.[CH2:27]=[O:28].[CH2:29](O)C. No catalyst specified. The product is [C:23]1([CH3:26])[CH:24]=[CH:25][C:20]([N:19]2[CH2:29][C:12]3[CH:13]=[C:14]4[C:9](=[CH:10][C:11]=3[O:28][CH2:27]2)[O:8][CH2:7][C:6]([C:5]2[CH:17]=[CH:18][C:2]([OH:1])=[CH:3][CH:4]=2)=[CH:15]4)=[CH:21][CH:22]=1. The yield is 0.220. (7) The reactants are C(=O)([O-])[O-].[Na+].[Na+].CC1(C)C(C)(C)OB([C:15]2[CH:16]=[C:17]3[C:22](=[CH:23][CH:24]=2)[O:21][CH2:20][CH2:19][CH2:18]3)O1.Br[C:27]1[C:28]2[C:45]([CH3:46])=[CH:44][CH:43]=[CH:42][C:29]=2[S:30][C:31]=1[CH:32]([O:37][C:38]([CH3:41])([CH3:40])[CH3:39])[C:33]([O:35][CH3:36])=[O:34].CN(C)C=O. The catalyst is O.C1(P(C2C=CC=CC=2)C2C=CC=CC=2)C=CC=CC=1.C1(P(C2C=CC=CC=2)C2C=CC=CC=2)C=CC=CC=1.C1(P(C2C=CC=CC=2)C2C=CC=CC=2)C=CC=CC=1.C1(P(C2C=CC=CC=2)C2C=CC=CC=2)C=CC=CC=1.[Pd]. The product is [C:38]([O:37][CH:32]([C:31]1[S:30][C:29]2[CH:42]=[CH:43][CH:44]=[C:45]([CH3:46])[C:28]=2[C:27]=1[C:15]1[CH:24]=[CH:23][C:22]2[O:21][CH2:20][CH2:19][CH2:18][C:17]=2[CH:16]=1)[C:33]([O:35][CH3:36])=[O:34])([CH3:41])([CH3:40])[CH3:39]. The yield is 0.570. (8) The reactants are Br[CH2:2][C:3](=O)[CH2:4][CH2:5][CH2:6][CH2:7][CH2:8][C:9]1[CH:14]=[CH:13][CH:12]=[CH:11][CH:10]=1.[C:16]([NH:23][C:24]([NH2:26])=[NH:25])([O:18][C:19]([CH3:22])([CH3:21])[CH3:20])=[O:17].O. The catalyst is CN(C=O)C. The product is [NH2:26][C:24]1[N:23]([C:16]([O:18][C:19]([CH3:22])([CH3:21])[CH3:20])=[O:17])[CH:2]=[C:3]([CH2:4][CH2:5][CH2:6][CH2:7][CH2:8][C:9]2[CH:14]=[CH:13][CH:12]=[CH:11][CH:10]=2)[N:25]=1. The yield is 0.630. (9) The reactants are C([O:8][C:9](=O)[NH:10][C:11]1[S:15][C:14]2[C:16]([C:22]3[CH:27]=[CH:26][CH:25]=[CH:24][CH:23]=3)=[CH:17][CH:18]=[C:19]([O:20][CH3:21])[C:13]=2[CH:12]=1)C1C=CC=CC=1.[NH:29]1[CH2:34][CH2:33][S:32][CH2:31][CH2:30]1. The catalyst is O1CCOCC1. The product is [CH3:21][O:20][C:19]1[C:13]2[CH:12]=[C:11]([NH:10][C:9]([N:29]3[CH2:34][CH2:33][S:32][CH2:31][CH2:30]3)=[O:8])[S:15][C:14]=2[C:16]([C:22]2[CH:27]=[CH:26][CH:25]=[CH:24][CH:23]=2)=[CH:17][CH:18]=1. The yield is 0.470. (10) The reactants are [C:1]([O:6][CH3:7])(=[O:5])[C:2]([CH3:4])=[CH2:3].[CH2:8](O)[CH2:9][CH2:10][CH2:11][CH2:12][CH2:13][CH2:14][CH2:15][CH2:16]C.[Li+].[Cl-].C1C2NC3C(=CC=CC=3)SC=2C=CC=1.C1(C=CC(O)=CC=1)O. The catalyst is C/C(/[O-])=C/C(C)=O.C/C(/[O-])=C/C(C)=O.[Zn+2].CO. The product is [C:1]([O:6][CH2:7][CH2:8][CH2:9][CH2:10][CH2:11][CH2:12][CH2:13][CH2:14][CH2:15][CH3:16])(=[O:5])[C:2]([CH3:4])=[CH2:3]. The yield is 0.991.